This data is from Reaction yield outcomes from USPTO patents with 853,638 reactions. The task is: Predict the reaction yield, written as a fraction of the theoretical maximum amount of product (1.0 means a 100% yield; for example, 0.34 means a 34% yield). (1) The reactants are [CH3:1][C:2]1[CH:6]=[C:5]([NH:7][C:8](=[O:15])OCC(Cl)(Cl)Cl)[O:4][N:3]=1.[F:16][C:17]1[C:22]([F:23])=[CH:21][CH:20]=[CH:19][C:18]=1[C:24]1[N:29]=[C:28]([N:30]2[CH2:35][CH2:34][NH:33][CH2:32][CH2:31]2)[CH:27]=[CH:26][CH:25]=1. No catalyst specified. The yield is 0.450. The product is [F:16][C:17]1[C:22]([F:23])=[CH:21][CH:20]=[CH:19][C:18]=1[C:24]1[N:29]=[C:28]([N:30]2[CH2:31][CH2:32][N:33]([C:8]([NH:7][C:5]3[O:4][N:3]=[C:2]([CH3:1])[CH:6]=3)=[O:15])[CH2:34][CH2:35]2)[CH:27]=[CH:26][CH:25]=1. (2) The catalyst is C(Cl)Cl. The yield is 0.660. The reactants are [CH2:1]([C:3]([CH2:10][S:11][C:12]1[CH:17]=[CH:16][CH:15]=[CH:14][C:13]=1[CH2:18][OH:19])([CH:6]=[CH:7][CH2:8][CH3:9])[CH:4]=[O:5])[CH3:2].[Cr](Cl)([O-])(=O)=O.[NH+]1C=CC=CC=1. The product is [CH2:1]([C:3]([CH2:10][S:11][C:12]1[CH:17]=[CH:16][CH:15]=[CH:14][C:13]=1[CH:18]=[O:19])([CH:6]=[CH:7][CH2:8][CH3:9])[CH:4]=[O:5])[CH3:2]. (3) The reactants are [OH:1][C:2]1[CH:7]=[CH:6][C:5]([C:8]2[CH:17]=[C:16]3[C:11]([CH:12]=[C:13]([C:18]([O:20][CH3:21])=[O:19])[N:14]=[CH:15]3)=[CH:10][CH:9]=2)=[CH:4][CH:3]=1.[CH:22]1([C:26]2[O:30][N:29]=[C:28]([C:31]3[C:36]([Cl:37])=[CH:35][N:34]=[CH:33][C:32]=3[Cl:38])[C:27]=2[CH2:39]O)[CH2:25][CH2:24][CH2:23]1.C1(P(C2C=CC=CC=2)C2C=CC=CC=2)C=CC=CC=1.N(C(OC(C)C)=O)=NC(OC(C)C)=O. The catalyst is ClCCl. The product is [CH:22]1([C:26]2[O:30][N:29]=[C:28]([C:31]3[C:32]([Cl:38])=[CH:33][N:34]=[CH:35][C:36]=3[Cl:37])[C:27]=2[CH2:39][O:1][C:2]2[CH:3]=[CH:4][C:5]([C:8]3[CH:17]=[C:16]4[C:11]([CH:12]=[C:13]([C:18]([O:20][CH3:21])=[O:19])[N:14]=[CH:15]4)=[CH:10][CH:9]=3)=[CH:6][CH:7]=2)[CH2:23][CH2:24][CH2:25]1. The yield is 0.390. (4) The reactants are [Br:1][C:2]1[CH:3]=[C:4]([CH2:8]O)[CH:5]=[N:6][CH:7]=1.Br.[C:11]1([P:17]([C:24]2[CH:29]=[CH:28][CH:27]=[CH:26][CH:25]=2)[C:18]2[CH:23]=[CH:22][CH:21]=[CH:20][CH:19]=2)[CH:16]=[CH:15][CH:14]=[CH:13][CH:12]=1. The catalyst is C(O)(=O)C. The product is [Br-:1].[Br:1][C:2]1[CH:7]=[N:6][CH:5]=[C:4]([CH2:8][PH:17]([C:18]2[CH:19]=[CH:20][CH:21]=[CH:22][CH:23]=2)([C:24]2[CH:29]=[CH:28][CH:27]=[CH:26][CH:25]=2)[C:11]2[CH:12]=[CH:13][CH:14]=[CH:15][CH:16]=2)[CH:3]=1. The yield is 0.920. (5) The reactants are C(N(CC)CC)C.Br[CH2:9][C:10](=[O:21])[C:11]([C:14]1[CH:19]=[CH:18][C:17]([Cl:20])=[CH:16][CH:15]=1)([CH3:13])[CH3:12].[CH3:22][N:23]1[CH:27]=[N:26][N:25]=[C:24]1[SH:28]. The catalyst is CC#N.C(Cl)Cl. The product is [Cl:20][C:17]1[CH:18]=[CH:19][C:14]([C:11]([CH3:13])([CH3:12])[C:10](=[O:21])[CH2:9][S:28][C:24]2[N:23]([CH3:22])[CH:27]=[N:26][N:25]=2)=[CH:15][CH:16]=1. The yield is 0.390. (6) The reactants are [C:1]1([CH2:7][CH2:8][CH2:9][CH2:10][N:11]2[C:19](=[O:20])[C:18]3[C:13](=[CH:14][CH:15]=[CH:16][CH:17]=3)[C:12]2=[O:21])[CH:6]=[CH:5][CH:4]=[CH:3][CH:2]=1.[Cl:22][S:23](O)(=[O:25])=[O:24]. No catalyst specified. The product is [O:21]=[C:12]1[C:13]2[C:18](=[CH:17][CH:16]=[CH:15][CH:14]=2)[C:19](=[O:20])[N:11]1[CH2:10][CH2:9][CH2:8][CH2:7][C:1]1[CH:6]=[CH:5][C:4]([S:23]([Cl:22])(=[O:25])=[O:24])=[CH:3][CH:2]=1. The yield is 0.990. (7) The reactants are [NH:1]1[C:9]2[C:4](=[CH:5][CH:6]=[CH:7][CH:8]=2)[C:3]([C:10]([OH:12])=[O:11])=[N:2]1.[Br:13]Br. The catalyst is C(O)(=O)C. The product is [Br:13][C:6]1[CH:5]=[C:4]2[C:9](=[CH:8][CH:7]=1)[NH:1][N:2]=[C:3]2[C:10]([OH:12])=[O:11]. The yield is 0.875.